This data is from Peptide-MHC class II binding affinity with 134,281 pairs from IEDB. The task is: Regression. Given a peptide amino acid sequence and an MHC pseudo amino acid sequence, predict their binding affinity value. This is MHC class II binding data. (1) The peptide sequence is RSQPGLCNMYKDSHHPARTA. The MHC is HLA-DQA10301-DQB10302 with pseudo-sequence HLA-DQA10301-DQB10302. The binding affinity (normalized) is 0.0484. (2) The peptide sequence is AFKVAATAAVAAPAN. The MHC is DRB1_0401 with pseudo-sequence DRB1_0401. The binding affinity (normalized) is 0.839. (3) The peptide sequence is FTVFEAAFNNAIKAG. The MHC is DRB3_0202 with pseudo-sequence DRB3_0202. The binding affinity (normalized) is 0.657.